From a dataset of CYP3A4 inhibition data for predicting drug metabolism from PubChem BioAssay. Regression/Classification. Given a drug SMILES string, predict its absorption, distribution, metabolism, or excretion properties. Task type varies by dataset: regression for continuous measurements (e.g., permeability, clearance, half-life) or binary classification for categorical outcomes (e.g., BBB penetration, CYP inhibition). Dataset: cyp3a4_veith. (1) The compound is COC1(OC)N=C(NC(=O)Nc2ccccc2)C2(C#N)C(c3ccccc3)C12C#N. The result is 0 (non-inhibitor). (2) The result is 1 (inhibitor). The compound is CC(NC(=O)CSc1nc(=O)cc(N)n1CCc1ccccc1)c1ccccc1. (3) The molecule is Cc1cccc(-c2nnc(SCc3ccccc3)o2)c1. The result is 0 (non-inhibitor). (4) The drug is Cc1ccccc1-n1ncc2c([N+](=O)[O-])cc([N+](=O)[O-])cc21. The result is 1 (inhibitor). (5) The compound is S=c1nc(-c2ccccc2)[nH]n1-c1ccccc1. The result is 0 (non-inhibitor). (6) The drug is O=C(O)C(Oc1nc(=S)[nH]c(=S)[nH]1)(c1ccc(Cl)cc1)c1ccc(Cl)cc1. The result is 0 (non-inhibitor). (7) The compound is COc1cccc(CN2CCN(Cc3cc(OC)c(OC)cc3[N+](=O)[O-])CC2)c1.O=C(O)C(=O)O. The result is 0 (non-inhibitor). (8) The drug is Cc1cc(C)c(-c2cc([C@H](C)O/N=C\[C@@H](C)[C@H](OCc3ccccc3)C(C)C)on2)c(C)c1. The result is 0 (non-inhibitor).